From a dataset of Peptide-MHC class II binding affinity with 134,281 pairs from IEDB. Regression. Given a peptide amino acid sequence and an MHC pseudo amino acid sequence, predict their binding affinity value. This is MHC class II binding data. (1) The binding affinity (normalized) is 0.288. The MHC is HLA-DQA10201-DQB10303 with pseudo-sequence HLA-DQA10201-DQB10303. The peptide sequence is SNGEIEDVQTDIPSE. (2) The peptide sequence is TFGAASNKAFAEGLS. The binding affinity (normalized) is 0.569. The MHC is DRB5_0101 with pseudo-sequence DRB5_0101. (3) The peptide sequence is EDVKNAIGVLIGGLE. The MHC is DRB1_1101 with pseudo-sequence DRB1_1101. The binding affinity (normalized) is 0.177. (4) The peptide sequence is LLQGILQIDDTAADV. The MHC is DRB1_1201 with pseudo-sequence DRB1_1201. The binding affinity (normalized) is 0.0640. (5) The peptide sequence is PLSVASMTSPLLTWD. The MHC is HLA-DPA10103-DPB10401 with pseudo-sequence HLA-DPA10103-DPB10401. The binding affinity (normalized) is 0.394. (6) The peptide sequence is LRKDYIKRQGSTPLA. The MHC is DRB4_0101 with pseudo-sequence DRB4_0103. The binding affinity (normalized) is 0.673. (7) The peptide sequence is SNVTFTVNQTSRLLM. The MHC is DRB1_0301 with pseudo-sequence DRB1_0301. The binding affinity (normalized) is 0.770.